This data is from hERG Central: cardiac toxicity at 1µM, 10µM, and general inhibition. The task is: Predict hERG channel inhibition at various concentrations. (1) The compound is CC(C)(C)NC(=O)c1ccc2c3c(cccc13)CC2. Results: hERG_inhib (hERG inhibition (general)): blocker. (2) The molecule is CCOC(=O)N1CCN(S(=O)(=O)c2ccc(-n3cnnn3)cc2)CC1. Results: hERG_inhib (hERG inhibition (general)): blocker. (3) Results: hERG_inhib (hERG inhibition (general)): blocker. The compound is C=CCn1c(SCC(=O)Nc2cccc(S(=O)(=O)N(C)c3ccccc3)c2)nnc1C1CC1. (4) The drug is O=C(Nc1ccccc1)Nc1cc(S(=O)(=O)N2CCOCC2)ccc1N1CCCC1. Results: hERG_inhib (hERG inhibition (general)): blocker. (5) The compound is OCCC1CN(Cc2ccccc2OC2CCCC2)CCN1Cc1ccsc1. Results: hERG_inhib (hERG inhibition (general)): blocker. (6) The compound is COc1ccc(OC)c(CN2CCN(Cc3cc(=O)oc4cc(O)ccc34)CC2)c1. Results: hERG_inhib (hERG inhibition (general)): blocker. (7) The compound is Cc1cccn2c(=O)c3cc(C(=O)NCCc4ccccc4)c(=N)n(CCCn4ccnc4)c3nc12. Results: hERG_inhib (hERG inhibition (general)): blocker. (8) The molecule is CN1CCN(c2ccc(NC(=O)COc3cccc4ccccc34)cc2)CC1. Results: hERG_inhib (hERG inhibition (general)): blocker. (9) The compound is COc1cccc(CN2CCN(Cc3cccn3-c3cccnc3)CC2CCO)c1. Results: hERG_inhib (hERG inhibition (general)): blocker. (10) The molecule is CCOc1ccc(CN2CCN(Cc3nc(C(C)C)cs3)CC2CCO)cc1. Results: hERG_inhib (hERG inhibition (general)): blocker.